The task is: Predict the reactants needed to synthesize the given product.. This data is from Full USPTO retrosynthesis dataset with 1.9M reactions from patents (1976-2016). (1) Given the product [F:8][C:5]1[CH:6]=[CH:7][C:2]2[N:1]=[C:40]([CH3:41])[N:9]([C:10]3[C:18]4[O:17][CH2:16][CH:15]([N:19]([C:34](=[O:39])[C:35]([F:37])([F:38])[F:36])[C:20]5[CH:33]=[CH:32][C:23]6[C@H:24]([CH2:27][C:28]([O:30][CH3:31])=[O:29])[CH2:25][O:26][C:22]=6[CH:21]=5)[C:14]=4[CH:13]=[CH:12][CH:11]=3)[C:3]=2[CH:4]=1, predict the reactants needed to synthesize it. The reactants are: [NH2:1][C:2]1[CH:7]=[CH:6][C:5]([F:8])=[CH:4][C:3]=1[NH:9][C:10]1[C:18]2[O:17][CH2:16][CH:15]([N:19]([C:34](=[O:39])[C:35]([F:38])([F:37])[F:36])[C:20]3[CH:33]=[CH:32][C:23]4[C@H:24]([CH2:27][C:28]([O:30][CH3:31])=[O:29])[CH2:25][O:26][C:22]=4[CH:21]=3)[C:14]=2[CH:13]=[CH:12][CH:11]=1.[C:40](OC(=O)C)(=O)[CH3:41]. (2) The reactants are: C[Si](C)(C)[N-][Si](C)(C)C.[Li+].[F:11][CH:12]([C:25]1[CH:29]=[C:28]([CH3:30])[N:27]([CH:31]2[CH2:36][CH2:35][CH2:34][CH2:33][O:32]2)[N:26]=1)S(C1SC2C=CC=CC=2N=1)(=O)=O.[F:37][C:38]1[CH:39]=[C:40]([CH:43]=[CH:44][C:45]=1[O:46][C:47]([F:50])([F:49])[F:48])[CH:41]=O.[Cl-].[NH4+]. Given the product [F:11]/[C:12](/[C:25]1[CH:29]=[C:28]([CH3:30])[N:27]([CH:31]2[CH2:36][CH2:35][CH2:34][CH2:33][O:32]2)[N:26]=1)=[CH:41]\[C:40]1[CH:43]=[CH:44][C:45]([O:46][C:47]([F:48])([F:49])[F:50])=[C:38]([F:37])[CH:39]=1, predict the reactants needed to synthesize it. (3) Given the product [C:12]([O:11][C:9]([NH:16][CH2:17][C:18]1[CH:19]=[C:20]([C:31]([O:33][CH3:34])=[O:32])[C:21]([C:24]2[CH:29]=[CH:28][C:27]([Cl:30])=[CH:26][CH:25]=2)=[CH:22][CH:23]=1)=[O:10])([CH3:13])([CH3:14])[CH3:15], predict the reactants needed to synthesize it. The reactants are: [CH3:13][C:12]([O:11][C:9](O[C:9]([O:11][C:12]([CH3:15])([CH3:14])[CH3:13])=[O:10])=[O:10])([CH3:15])[CH3:14].[NH2:16][CH2:17][C:18]1[CH:19]=[C:20]([C:31]([O:33][CH3:34])=[O:32])[C:21]([C:24]2[CH:29]=[CH:28][C:27]([Cl:30])=[CH:26][CH:25]=2)=[CH:22][CH:23]=1. (4) Given the product [CH2:1]([O:3][C:4]([N:6]1[C:10]2=[N:11][CH:12]=[C:13]([C:30]3[CH:31]=[CH:32][C:27]([C:26]([O:25][CH3:24])=[O:43])=[CH:28][C:29]=3[CH3:42])[CH:14]=[C:9]2[CH:8]=[C:7]1[C:16]1[C:21]([F:22])=[CH:20][CH:19]=[CH:18][C:17]=1[F:23])=[O:5])[CH3:2], predict the reactants needed to synthesize it. The reactants are: [CH2:1]([O:3][C:4]([N:6]1[C:10]2=[N:11][CH:12]=[C:13](Br)[CH:14]=[C:9]2[CH:8]=[C:7]1[C:16]1[C:21]([F:22])=[CH:20][CH:19]=[CH:18][C:17]=1[F:23])=[O:5])[CH3:2].[CH3:24][O:25][C:26](=[O:43])[C:27]1[CH:32]=[CH:31][C:30](B2OC(C)(C)C(C)(C)O2)=[C:29]([CH3:42])[CH:28]=1.C([O-])([O-])=O.[K+].[K+]. (5) Given the product [CH3:63][Si:64]([C:67]#[C:68][C:2]1[CH:3]=[CH:4][C:5]2[C:14]3[CH:13]=[C:12]4[CH2:15][CH2:16][CH2:17][C:18](=[O:19])[C:11]4=[CH:10][C:9]=3[O:8][CH2:7][C:6]=2[CH:20]=1)([CH3:66])[CH3:65], predict the reactants needed to synthesize it. The reactants are: Cl[C:2]1[CH:3]=[CH:4][C:5]2[C:14]3[CH:13]=[C:12]4[CH2:15][CH2:16][CH2:17][C:18](=[O:19])[C:11]4=[CH:10][C:9]=3[O:8][CH2:7][C:6]=2[CH:20]=1.P([O-])([O-])([O-])=O.[K+].[K+].[K+].C1(P(C2CCCCC2)C2C=CC=CC=2C2C(C(C)C)=CC(C(C)C)=CC=2C(C)C)CCCCC1.[CH3:63][Si:64]([C:67]#[CH:68])([CH3:66])[CH3:65].